This data is from Full USPTO retrosynthesis dataset with 1.9M reactions from patents (1976-2016). The task is: Predict the reactants needed to synthesize the given product. (1) Given the product [Br:8][C:5]1[CH:4]=[C:3]2[C:2](=[CH:7][CH:6]=1)[N:1]=[C:25]([CH3:26])[C:24]([C:23](=[O:28])[C:22]([F:30])([F:29])[F:21])=[C:9]2[C:11]1[CH:16]=[CH:15][C:14]([S:17]([CH3:20])(=[O:19])=[O:18])=[CH:13][CH:12]=1, predict the reactants needed to synthesize it. The reactants are: [NH2:1][C:2]1[CH:7]=[CH:6][C:5]([Br:8])=[CH:4][C:3]=1[C:9]([C:11]1[CH:16]=[CH:15][C:14]([S:17]([CH3:20])(=[O:19])=[O:18])=[CH:13][CH:12]=1)=O.[F:21][C:22]([F:30])([F:29])[C:23](=[O:28])[CH2:24][C:25](=O)[CH3:26].C(O)(C)C. (2) Given the product [N:19]1[CH:20]=[CH:21][CH:22]=[C:17]([CH:14]2[NH:13][CH2:12][C:11]3[CH:10]=[CH:9][C:4]([C:5]([O:7][CH3:8])=[O:6])=[CH:3][C:2]=3[O:16][CH2:15]2)[CH:18]=1, predict the reactants needed to synthesize it. The reactants are: Br[C:2]1[CH:3]=[C:4]([CH:9]=[CH:10][C:11]=1[CH2:12][NH:13][CH:14]([C:17]1[CH:18]=[N:19][CH:20]=[CH:21][CH:22]=1)[CH2:15][OH:16])[C:5]([O:7][CH3:8])=[O:6].C([O-])([O-])=O.[K+].[K+]. (3) Given the product [F:30][C:27]([F:28])([F:29])[CH2:26][NH:25][C:23](=[O:24])[NH:22][C:18]1[CH:17]=[C:16]([C:13]2[N:10]3[CH:11]=[CH:12][C:7](/[CH:6]=[CH:5]/[C:4]([OH:31])=[O:3])=[CH:8][C:9]3=[N:15][CH:14]=2)[CH:21]=[CH:20][CH:19]=1, predict the reactants needed to synthesize it. The reactants are: C([O:3][C:4](=[O:31])/[CH:5]=[CH:6]/[C:7]1[CH:12]=[CH:11][N:10]2[C:13]([C:16]3[CH:21]=[CH:20][CH:19]=[C:18]([NH:22][C:23]([NH:25][CH2:26][C:27]([F:30])([F:29])[F:28])=[O:24])[CH:17]=3)=[CH:14][N:15]=[C:9]2[CH:8]=1)C.C([O-])([O-])=O.[Na+].[Na+].Cl. (4) Given the product [Br:1][C:2]1[C:10]2[C:9]([Cl:11])=[N:8][CH:7]=[N:6][C:5]=2[N:4]([CH2:19][CH2:18][N:12]2[CH2:17][CH2:16][O:15][CH2:14][CH2:13]2)[CH:3]=1, predict the reactants needed to synthesize it. The reactants are: [Br:1][C:2]1[C:10]2[C:5]([NH:6][CH:7]=[N:8][C:9]=2[Cl:11])=[N:4][CH:3]=1.[N:12]1([CH2:18][CH2:19]O)[CH2:17][CH2:16][O:15][CH2:14][CH2:13]1.C1(P(C2C=CC=CC=2)C2C=CC=CC=2)C=CC=CC=1.CCOC(/N=N/C(OCC)=O)=O. (5) Given the product [ClH:14].[Cl:14][C:15]1[CH:16]=[C:17]([CH:8]([C:9]2[O:13][CH:12]=[N:11][CH:10]=2)[NH2:7])[CH:18]=[CH:19][C:20]=1[Cl:21], predict the reactants needed to synthesize it. The reactants are: CC(S(/[N:7]=[CH:8]/[C:9]1[O:13][CH:12]=[N:11][CH:10]=1)=O)(C)C.[Cl:14][C:15]1[CH:16]=[C:17]([Mg]Br)[CH:18]=[CH:19][C:20]=1[Cl:21].[Cl-].[NH4+].Cl.O1CCOCC1. (6) Given the product [Si:60]([O:59][C@@H:9]([CH2:10][C@H:11]([O:51][Si:52]([C:55]([CH3:58])([CH3:57])[CH3:56])([CH3:53])[CH3:54])/[CH:12]=[CH:13]\[C@H:14]([CH3:50])[C@H:15]([O:42][Si:43]([C:46]([CH3:49])([CH3:48])[CH3:47])([CH3:44])[CH3:45])[C@@H:16]([CH3:41])[CH2:17][C@@H:18]([CH3:40])[CH2:19][CH2:20][C@H:21]([O:32][Si:33]([C:36]([CH3:37])([CH3:38])[CH3:39])([CH3:35])[CH3:34])[C@H:22]([CH3:31])[C@@H:23]([OH:30])[C@@H:24]([CH3:29])/[CH:25]=[CH:26]\[CH:27]=[CH2:28])[C@H:8]([CH3:67])/[CH:7]=[CH:6]/[CH:5]=[CH:4]\[C:3]([OH:68])=[O:2])([C:63]([CH3:64])([CH3:65])[CH3:66])([CH3:62])[CH3:61], predict the reactants needed to synthesize it. The reactants are: C[O:2][C:3](=[O:68])/[CH:4]=[CH:5]\[CH:6]=[CH:7]\[C@@H:8]([CH3:67])[C@@H:9]([O:59][Si:60]([C:63]([CH3:66])([CH3:65])[CH3:64])([CH3:62])[CH3:61])[CH2:10][C@H:11]([O:51][Si:52]([C:55]([CH3:58])([CH3:57])[CH3:56])([CH3:54])[CH3:53])/[CH:12]=[CH:13]\[C@H:14]([CH3:50])[C@H:15]([O:42][Si:43]([C:46]([CH3:49])([CH3:48])[CH3:47])([CH3:45])[CH3:44])[C@@H:16]([CH3:41])[CH2:17][C@@H:18]([CH3:40])[CH2:19][CH2:20][C@H:21]([O:32][Si:33]([C:36]([CH3:39])([CH3:38])[CH3:37])([CH3:35])[CH3:34])[C@H:22]([CH3:31])[C@@H:23]([OH:30])[C@@H:24]([CH3:29])/[CH:25]=[CH:26]\[CH:27]=[CH2:28].[OH-].[K+]. (7) Given the product [Br:30][C:31]1[N:36]=[C:35]([CH:37]([O:15][C:16]2[CH:28]=[CH:27][C:19]([O:20][CH2:21][C:22]([O:24][CH2:25][CH3:26])=[O:23])=[C:18]([CH3:29])[CH:17]=2)[CH2:38][CH2:39][O:40][CH3:41])[CH:34]=[CH:33][CH:32]=1, predict the reactants needed to synthesize it. The reactants are: CC(OC(/N=N/C(OC(C)C)=O)=O)C.[OH:15][C:16]1[CH:28]=[CH:27][C:19]([O:20][CH2:21][C:22]([O:24][CH2:25][CH3:26])=[O:23])=[C:18]([CH3:29])[CH:17]=1.[Br:30][C:31]1[N:36]=[C:35]([CH:37](O)[CH2:38][CH2:39][O:40][CH3:41])[CH:34]=[CH:33][CH:32]=1.C1(P(C2C=CC=CC=2)C2C=CC=CC=2)C=CC=CC=1. (8) Given the product [Cl:1][C:2]1[S:3][C:4]([CH:7]([OH:8])[C:16]([F:18])([F:17])[F:15])=[CH:5][N:6]=1, predict the reactants needed to synthesize it. The reactants are: [Cl:1][C:2]1[S:3][C:4]([CH:7]=[O:8])=[CH:5][N:6]=1.C(=O)([O-])[O-].[K+].[K+].[F:15][C:16]([Si](C)(C)C)([F:18])[F:17]. (9) Given the product [N:11]1([C:14]([C@H:16]2[CH2:21][CH2:20][C@H:19]([C:22]3[NH:26][N:25]=[C:24]4[C:27]5[C:32]([C:33](=[O:34])[C:23]=34)=[C:31]([NH:35][C:36](=[O:44])[NH:37][N:38]3[CH2:39][CH2:40][O:41][CH2:42][CH2:43]3)[CH:30]=[CH:29][CH:28]=5)[CH2:18][CH2:17]2)=[O:15])[CH2:12][CH2:13][NH:8][CH2:9][CH2:10]1, predict the reactants needed to synthesize it. The reactants are: C(OC([N:8]1[CH2:13][CH2:12][N:11]([C:14]([C@H:16]2[CH2:21][CH2:20][C@H:19]([C:22]3[NH:26][N:25]=[C:24]4[C:27]5[C:32]([C:33](=[O:34])[C:23]=34)=[C:31]([NH:35][C:36](=[O:44])[NH:37][N:38]3[CH2:43][CH2:42][O:41][CH2:40][CH2:39]3)[CH:30]=[CH:29][CH:28]=5)[CH2:18][CH2:17]2)=[O:15])[CH2:10][CH2:9]1)=O)(C)(C)C.C(O)(C(F)(F)F)=O. (10) Given the product [Br:1][C:2]1[CH:3]=[N:4][C:5]2[N:6]([N:8]=[C:9]([C:11]([N:19]3[CH2:18][CH2:17][C:16]4[C:21](=[C:22]([F:25])[CH:23]=[CH:24][C:15]=4[F:14])[CH:20]3[CH3:26])=[O:13])[CH:10]=2)[CH:7]=1, predict the reactants needed to synthesize it. The reactants are: [Br:1][C:2]1[CH:3]=[N:4][C:5]2[N:6]([N:8]=[C:9]([C:11]([OH:13])=O)[CH:10]=2)[CH:7]=1.[F:14][C:15]1[CH:24]=[CH:23][C:22]([F:25])=[C:21]2[C:16]=1[CH2:17][CH2:18][NH:19][CH:20]2[CH3:26].